Dataset: Reaction yield outcomes from USPTO patents with 853,638 reactions. Task: Predict the reaction yield, written as a fraction of the theoretical maximum amount of product (1.0 means a 100% yield; for example, 0.34 means a 34% yield). (1) The reactants are [Cl:1][C:2]1[C:3]2[CH:22]=[C:21]([Cl:23])[CH:20]=[CH:19][C:4]=2[N:5]([CH2:10][C:11]2[CH:16]=[CH:15][C:14]([O:17][CH3:18])=[CH:13][CH:12]=2)[C:6](=[O:9])[CH2:7]N=1.[CH3:24]C(C)([O-])C.[K+].[Br:30][C:31]1[CH:38]=[CH:37][CH:36]=[CH:35][C:32]=1[CH2:33]Br. The catalyst is C1COCC1. The product is [Br:30][C:31]1[CH:38]=[CH:37][CH:36]=[CH:35][C:32]=1[CH2:33][CH:7]1[C:6](=[O:9])[N:5]([CH2:10][C:11]2[CH:16]=[CH:15][C:14]([O:17][CH3:18])=[CH:13][CH:12]=2)[C:4]2[CH:19]=[CH:20][C:21]([Cl:23])=[CH:22][C:3]=2[C:2]([Cl:1])=[CH:24]1. The yield is 0.740. (2) The reactants are [C:1]([O:5][C:6]([N:8]1[C@@H:12]([CH3:13])[C@H:11]([F:14])[CH2:10][C@H:9]1[C:15]([OH:17])=O)=[O:7])([CH3:4])([CH3:3])[CH3:2].CN(C(ON1N=NC2C=CC=NC1=2)=[N+](C)C)C.F[P-](F)(F)(F)(F)F.CCN(C(C)C)C(C)C.Cl.[F:52][C:53]([F:73])([F:72])[C:54]1[C:55]([CH2:70][NH2:71])=[CH:56][C:57]([C:60]2[CH:61]=[N:62][C:63]([C:66]([F:69])([F:68])[F:67])=[N:64][CH:65]=2)=[N:58][CH:59]=1. The catalyst is CN(C=O)C.C(OCC)(=O)C. The product is [F:14][C@@H:11]1[CH2:10][C@@H:9]([C:15](=[O:17])[NH:71][CH2:70][C:55]2[C:54]([C:53]([F:52])([F:72])[F:73])=[CH:59][N:58]=[C:57]([C:60]3[CH:61]=[N:62][C:63]([C:66]([F:69])([F:68])[F:67])=[N:64][CH:65]=3)[CH:56]=2)[N:8]([C:6]([O:5][C:1]([CH3:2])([CH3:3])[CH3:4])=[O:7])[C@H:12]1[CH3:13]. The yield is 0.910. (3) The reactants are [Br:1][C:2]1[CH:17]=[CH:16][C:5]2[C:6]3[N:7]=[C:8]([CH:14]=O)[S:9][C:10]=3[CH2:11][CH2:12][O:13][C:4]=2[CH:3]=1.[N+](=[C:20](P(OC)(OC)=O)C(OC)=O)=[N-].C(=O)([O-])[O-].[K+].[K+]. The catalyst is CO. The product is [Br:1][C:2]1[CH:17]=[CH:16][C:5]2[C:6]3[N:7]=[C:8]([C:14]#[CH:20])[S:9][C:10]=3[CH2:11][CH2:12][O:13][C:4]=2[CH:3]=1. The yield is 0.380. (4) The reactants are C1C=C[NH+]=CC=1.C1C=C[NH+]=CC=1.[O-][Cr](O[Cr]([O-])(=O)=O)(=O)=O.[F:22][C:23]1[CH:28]=[CH:27][C:26]([CH:29]([C:31]2[C:40]([N+:41]([O-:43])=[O:42])=[C:39]3[C:34]([CH:35]=[CH:36][CH:37]=[N:38]3)=[CH:33][CH:32]=2)[OH:30])=[CH:25][CH:24]=1. The catalyst is C(Cl)Cl. The product is [F:22][C:23]1[CH:24]=[CH:25][C:26]([C:29]([C:31]2[C:40]([N+:41]([O-:43])=[O:42])=[C:39]3[C:34]([CH:35]=[CH:36][CH:37]=[N:38]3)=[CH:33][CH:32]=2)=[O:30])=[CH:27][CH:28]=1. The yield is 0.750. (5) The reactants are [CH3:1][C:2]1[O:6][C:5]([C@H:7]2[CH2:12][CH2:11][C@H:10]([N:13]3[C:18](=[O:19])[C:17]([CH2:20][C:21]4[CH:26]=[CH:25][C:24]([C:27]5[C:28]([C:33]#[N:34])=[CH:29][CH:30]=[CH:31][CH:32]=5)=[CH:23][CH:22]=4)=[C:16]([CH2:35][CH2:36][CH3:37])[N:15]4[N:38]=[CH:39][N:40]=[C:14]34)[CH2:9][CH2:8]2)=[N:4][N:3]=1.C([Sn](=O)CCCC)CCC.[N:51]([Si](C)(C)C)=[N+:52]=[N-:53].C1(C)C=CC=CC=1. The catalyst is C(OCC)(=O)C. The product is [CH3:1][C:2]1[O:6][C:5]([C@H:7]2[CH2:8][CH2:9][C@H:10]([N:13]3[C:18](=[O:19])[C:17]([CH2:20][C:21]4[CH:26]=[CH:25][C:24]([C:27]5[CH:32]=[CH:31][CH:30]=[CH:29][C:28]=5[C:33]5[NH:53][N:52]=[N:51][N:34]=5)=[CH:23][CH:22]=4)=[C:16]([CH2:35][CH2:36][CH3:37])[N:15]4[N:38]=[CH:39][N:40]=[C:14]34)[CH2:11][CH2:12]2)=[N:4][N:3]=1. The yield is 0.140. (6) The catalyst is CS(C)=O. The yield is 0.870. The product is [CH3:14][O:15][C:16]1[CH:21]=[C:20]([O:22][CH3:23])[CH:19]=[CH:18][C:17]=1[CH2:24][NH:25][C:2]1[CH:11]=[N:10][C:9]2[C:4](=[CH:5][CH:6]=[C:7]([O:12][CH3:13])[CH:8]=2)[N:3]=1. The reactants are Cl[C:2]1[CH:11]=[N:10][C:9]2[C:4](=[CH:5][CH:6]=[C:7]([O:12][CH3:13])[CH:8]=2)[N:3]=1.[CH3:14][O:15][C:16]1[CH:21]=[C:20]([O:22][CH3:23])[CH:19]=[CH:18][C:17]=1[CH2:24][NH2:25].C(OCC)(=O)C. (7) The reactants are [NH2:1][C:2]1[CH:3]=[C:4]([O:8][CH2:9][C@H:10]2[O:12][CH2:11]2)[CH:5]=[CH:6][CH:7]=1.C(N(C(C)C)CC)(C)C.[CH3:22][S:23](Cl)(=[O:25])=[O:24]. The catalyst is C(Cl)Cl. The product is [CH3:22][S:23]([NH:1][C:2]1[CH:3]=[C:4]([O:8][CH2:9][C@H:10]2[O:12][CH2:11]2)[CH:5]=[CH:6][CH:7]=1)(=[O:25])=[O:24]. The yield is 0.450.